Dataset: Full USPTO retrosynthesis dataset with 1.9M reactions from patents (1976-2016). Task: Predict the reactants needed to synthesize the given product. (1) Given the product [CH3:4][C:3]1([C:6]2[CH:11]=[CH:10][CH:9]=[CH:8][CH:7]=2)[O:14][CH2:13][CH2:12][O:5]1, predict the reactants needed to synthesize it. The reactants are: [H][H].[C:3]([C:6]1[CH:11]=[CH:10][CH:9]=[CH:8][CH:7]=1)(=[O:5])[CH3:4].[CH2:12](O)[CH2:13][OH:14]. (2) Given the product [N:1]1[C:10]2[C:5](=[CH:6][CH:7]=[CH:8][CH:9]=2)[CH:4]=[CH:3][C:2]=1[CH2:11][O:12][C:13]1[CH:18]=[CH:17][C:16]([CH2:19][CH2:20][N:21]2[CH2:22][CH2:23][C:24](=[C:27]3[C:33]4[CH:34]=[CH:35][CH:36]=[CH:37][C:32]=4[CH2:31][CH2:30][N:29]4[C:38]([C:41]([O:43][CH2:62][C:56]5[CH:61]=[CH:60][CH:59]=[CH:58][CH:57]=5)=[O:42])=[CH:39][N:40]=[C:28]34)[CH2:25][CH2:26]2)=[CH:15][CH:14]=1, predict the reactants needed to synthesize it. The reactants are: [N:1]1[C:10]2[C:5](=[CH:6][CH:7]=[CH:8][CH:9]=2)[CH:4]=[CH:3][C:2]=1[CH2:11][O:12][C:13]1[CH:18]=[CH:17][C:16]([CH2:19][CH2:20][N:21]2[CH2:26][CH2:25][C:24](=[C:27]3[C:33]4[CH:34]=[CH:35][CH:36]=[CH:37][C:32]=4[CH2:31][CH2:30][N:29]4[C:38]([C:41]([OH:43])=[O:42])=[CH:39][N:40]=[C:28]34)[CH2:23][CH2:22]2)=[CH:15][CH:14]=1.Cl.CN(C)CCCN=C=NCC.[C:56]1([CH2:62]O)[CH:61]=[CH:60][CH:59]=[CH:58][CH:57]=1. (3) Given the product [CH2:1]([C@H:8]1[C@@H:13]([O:14][CH2:15][C:16]2[CH:17]=[C:18]([C:26]([F:29])([F:27])[F:28])[CH:19]=[C:20]([C:22]([F:23])([F:24])[F:25])[CH:21]=2)[CH2:12][CH2:11][N:10]([C:32]([NH:31][CH3:30])=[O:33])[CH2:9]1)[C:2]1[CH:7]=[CH:6][CH:5]=[CH:4][CH:3]=1, predict the reactants needed to synthesize it. The reactants are: [CH2:1]([C@H:8]1[C@@H:13]([O:14][CH2:15][C:16]2[CH:21]=[C:20]([C:22]([F:25])([F:24])[F:23])[CH:19]=[C:18]([C:26]([F:29])([F:28])[F:27])[CH:17]=2)[CH2:12][CH2:11][NH:10][CH2:9]1)[C:2]1[CH:7]=[CH:6][CH:5]=[CH:4][CH:3]=1.[CH3:30][N:31]=[C:32]=[O:33].